From a dataset of Experimental lipophilicity measurements (octanol/water distribution) for 4,200 compounds from AstraZeneca. Regression/Classification. Given a drug SMILES string, predict its absorption, distribution, metabolism, or excretion properties. Task type varies by dataset: regression for continuous measurements (e.g., permeability, clearance, half-life) or binary classification for categorical outcomes (e.g., BBB penetration, CYP inhibition). For this dataset (lipophilicity_astrazeneca), we predict Y. The Y is 0.950 logD. The drug is Oc1ccc(-c2ccc(C3(O)CN4CCC3CC4)cc2)cc1.